The task is: Predict the reactants needed to synthesize the given product.. This data is from Full USPTO retrosynthesis dataset with 1.9M reactions from patents (1976-2016). The reactants are: [Br:1][C:2]1[CH:7]=[CH:6][C:5]([N+:8]([O-:10])=[O:9])=[C:4](F)[CH:3]=1.[O-:12][CH2:13][CH3:14].[Na+]. Given the product [CH2:13]([O:12][C:4]1[CH:3]=[C:2]([Br:1])[CH:7]=[CH:6][C:5]=1[N+:8]([O-:10])=[O:9])[CH3:14], predict the reactants needed to synthesize it.